This data is from Reaction yield outcomes from USPTO patents with 853,638 reactions. The task is: Predict the reaction yield, written as a fraction of the theoretical maximum amount of product (1.0 means a 100% yield; for example, 0.34 means a 34% yield). The reactants are [C:1]([C:4]1[C:5]([O:26][CH3:27])=[C:6]([CH:12]2[CH2:15][N:14]([C:16]([O:18][CH2:19][C:20]3[CH:25]=[CH:24][CH:23]=[CH:22][CH:21]=3)=[O:17])[CH2:13]2)[C:7]([CH3:11])=[C:8]([Cl:10])[CH:9]=1)(=O)[CH3:2].C(O)C.[BH4-].[Na+].[NH3:33]. The catalyst is C([O-])C.C([O-])C.C([O-])C.C([O-])C.[Ti+4]. The product is [NH2:33][CH:1]([C:4]1[C:5]([O:26][CH3:27])=[C:6]([CH:12]2[CH2:15][N:14]([C:16]([O:18][CH2:19][C:20]3[CH:25]=[CH:24][CH:23]=[CH:22][CH:21]=3)=[O:17])[CH2:13]2)[C:7]([CH3:11])=[C:8]([Cl:10])[CH:9]=1)[CH3:2]. The yield is 0.980.